This data is from Experimentally validated miRNA-target interactions with 360,000+ pairs, plus equal number of negative samples. The task is: Binary Classification. Given a miRNA mature sequence and a target amino acid sequence, predict their likelihood of interaction. (1) The miRNA is hsa-miR-487b-5p with sequence GUGGUUAUCCCUGUCCUGUUCG. The protein sequence of the target gene is MEGCMGEESFQMWELNRRLEAYLARVKALEEQNELLSAELGGLRAQSADTSWRAHADDELAALRALVDQRWREKHAAEVARDNLAEELEGVAGRCQQLRLARERTTEEVARNRRAVEAEKCARAWLSSQVAELERELEALRVAHEEERVGLNAQAACAPRCPAPPRGPPAPAPEVEELARRLGEAWRGAVRGYQERVAHMETSLGQARERLGRAVQGAREGRLELQQLQAERGGLLERRAALEQRLEGRWQERLRATEKFQLAVEALEQEKQGLQSQIAQVLEGRQQLAHLKMSLSLEVA.... Result: 1 (interaction). (2) The miRNA is mmu-miR-224-5p with sequence UAAGUCACUAGUGGUUCCGUU. The protein sequence of the target gene is MARAVGPERRLLAVYTGGTIGMRSELGVLVPGTGLAAILRTLPMFHDEEHARARGLSEDTLVLPPASRNQRILYTVLECQPLFDSSDMTIAEWVCLAQTIKRHYEQYHGFVVIHGTDTMAFAASMLSFMLENLQKTVILTGAQVPIHALWSDGRENLLGALLMAGQYVIPEVCLFFQNQLFRGNRATKVDARRFAAFCSPNLLPLATVGADITINRELVRKVDGKAGLVVHSSMEQDVGLLRLYPGIPAALVRAFLQPPLKGVVMETFGSGNGPTKPDLLQELRVATERGLVIVNCTHCL.... Result: 0 (no interaction).